Task: Regression/Classification. Given a drug SMILES string, predict its absorption, distribution, metabolism, or excretion properties. Task type varies by dataset: regression for continuous measurements (e.g., permeability, clearance, half-life) or binary classification for categorical outcomes (e.g., BBB penetration, CYP inhibition). Dataset: cyp1a2_veith.. Dataset: CYP1A2 inhibition data for predicting drug metabolism from PubChem BioAssay (1) The compound is O=C(O)c1ccccc1-c1ccccc1C(=O)NCCCO. The result is 0 (non-inhibitor). (2) The drug is CCCC(=O)Nc1ccc(C(=O)Nc2cc(C(F)(F)F)ccc2Cl)cc1. The result is 0 (non-inhibitor). (3) The result is 1 (inhibitor). The compound is Cc1nc2sc3c(c2c(=N)n1N)CC(C)(C)OC3. (4) The compound is CC(C)(C)NC(=O)CSc1nnc(Cc2ccc3c(c2)OCO3)n1C1CCCCC1. The result is 0 (non-inhibitor).